From a dataset of Forward reaction prediction with 1.9M reactions from USPTO patents (1976-2016). Predict the product of the given reaction. (1) Given the reactants [C:1]([C:3]1[CH:4]=[C:5]([CH:8]=[CH:9][CH:10]=1)[CH:6]=[O:7])#[N:2].CO.C1COCC1.[BH4-].[Na+], predict the reaction product. The product is: [OH:7][CH2:6][C:5]1[CH:4]=[C:3]([CH:10]=[CH:9][CH:8]=1)[C:1]#[N:2]. (2) Given the reactants [Cl:1][C:2]1[CH:3]=[CH:4][C:5]([N:13]2[CH2:18][CH2:17][NH:16][CH2:15][CH2:14]2)=[C:6]2[C:11]=1[N:10]=[C:9]([CH3:12])[CH:8]=[CH:7]2.Cl[CH2:20][C:21]([C:23]1[CH:24]=[CH:25][C:26]2[O:31][CH2:30][C:29](=[O:32])[NH:28][C:27]=2[CH:33]=1)=[O:22], predict the reaction product. The product is: [Cl:1][C:2]1[CH:3]=[CH:4][C:5]([N:13]2[CH2:18][CH2:17][N:16]([CH2:20][C:21]([C:23]3[CH:24]=[CH:25][C:26]4[O:31][CH2:30][C:29](=[O:32])[NH:28][C:27]=4[CH:33]=3)=[O:22])[CH2:15][CH2:14]2)=[C:6]2[C:11]=1[N:10]=[C:9]([CH3:12])[CH:8]=[CH:7]2.